Predict the product of the given reaction. From a dataset of Forward reaction prediction with 1.9M reactions from USPTO patents (1976-2016). (1) Given the reactants [OH:1][CH:2]([C:11]1[CH:16]=[CH:15][C:14]([C:17]2[CH:22]=[CH:21][CH:20]=[C:19]([N+:23]([O-])=O)[CH:18]=2)=[CH:13][CH:12]=1)[C:3]1([CH3:10])[NH:7][C:6](=[O:8])[NH:5][C:4]1=[O:9], predict the reaction product. The product is: [NH2:23][C:19]1[CH:18]=[C:17]([C:14]2[CH:13]=[CH:12][C:11]([CH:2]([OH:1])[C:3]3([CH3:10])[NH:7][C:6](=[O:8])[NH:5][C:4]3=[O:9])=[CH:16][CH:15]=2)[CH:22]=[CH:21][CH:20]=1. (2) Given the reactants [Na].Cl.[CH3:3][O:4][C:5](=[O:8])[CH2:6][NH2:7].Cl([O-])(=O)(=O)=O.CN(C)[CH:16]=[C:17]([C:22]1[CH:27]=[CH:26][CH:25]=[CH:24][CH:23]=1)[CH:18]=[N+](C)C.[CH2:29](O)C, predict the reaction product. The product is: [C:22]1([C:17]2[CH:16]=[C:6]([C:5]([O:4][CH2:3][CH3:29])=[O:8])[NH:7][CH:18]=2)[CH:27]=[CH:26][CH:25]=[CH:24][CH:23]=1. (3) Given the reactants [N:1]1([CH2:6][CH:7]([C:9]2[CH:10]=[C:11]3[C:15](=[CH:16][CH:17]=2)[NH:14][C:13]([C:18]([O:20]CC)=O)=[CH:12]3)[CH3:8])[CH2:5][CH2:4][CH2:3][CH2:2]1.[F:23][C:24]1[CH:25]=[C:26]([CH:28]=[CH:29][CH:30]=1)[NH2:27], predict the reaction product. The product is: [F:23][C:24]1[CH:25]=[C:26]([NH:27][C:18]([C:13]2[NH:14][C:15]3[C:11]([CH:12]=2)=[CH:10][C:9]([CH:7]([CH3:8])[CH2:6][N:1]2[CH2:2][CH2:3][CH2:4][CH2:5]2)=[CH:17][CH:16]=3)=[O:20])[CH:28]=[CH:29][CH:30]=1. (4) Given the reactants Cl[C:2]1[C:11]2[C:6](=[CH:7][C:8]([O:20][CH3:21])=[CH:9][C:10]=2[O:12][CH:13]2[CH2:18][CH2:17][N:16]([CH3:19])[CH2:15][CH2:14]2)[N:5]=[CH:4][N:3]=1.[NH2:22][C:23]1[CH:27]=[C:26]([CH2:28][C:29]([OH:31])=[O:30])[NH:25][N:24]=1, predict the reaction product. The product is: [CH3:21][O:20][C:8]1[CH:7]=[C:6]2[C:11]([C:2]([NH:22][C:23]3[NH:24][N:25]=[C:26]([CH2:28][C:29]([OH:31])=[O:30])[CH:27]=3)=[N:3][CH:4]=[N:5]2)=[C:10]([O:12][CH:13]2[CH2:18][CH2:17][N:16]([CH3:19])[CH2:15][CH2:14]2)[CH:9]=1. (5) Given the reactants [CH3:1][O:2][C:3]1[CH:4]=[C:5]([CH:21]=[CH:22][C:23]=1[O:24][CH3:25])[C:6]([C:8]1[N:12]([CH3:13])[C:11]([CH2:14][C:15]([O:17]CC)=[O:16])=[CH:10][C:9]=1[CH3:20])=[O:7].C(I)CCCCC, predict the reaction product. The product is: [CH2:14]([C:11]1[N:12]([CH3:13])[C:8]([C:6](=[O:7])[C:5]2[CH:21]=[CH:22][C:23]([O:24][CH3:25])=[C:3]([O:2][CH3:1])[CH:4]=2)=[C:9]([CH3:20])[CH:10]=1)[CH3:15].[CH2:11]([CH2:14][C:15]([O-:17])=[O:16])[CH2:10][CH2:9][CH2:8][CH2:6][CH3:5]. (6) The product is: [CH:1]1([C:6]2[CH:11]=[C:10]([NH:12][C:13]3[CH:18]=[CH:17][C:16]([CH2:19][C:20]([OH:22])=[O:21])=[CH:15][CH:14]=3)[CH:9]=[C:8]([C:23]([F:26])([F:24])[F:25])[N:7]=2)[CH2:5][CH2:4][CH2:3][CH2:2]1. Given the reactants [C:1]1([C:6]2[CH:11]=[C:10]([NH:12][C:13]3[CH:18]=[CH:17][C:16]([CH2:19][C:20]([OH:22])=[O:21])=[CH:15][CH:14]=3)[CH:9]=[C:8]([C:23]([F:26])([F:25])[F:24])[N:7]=2)[CH2:5][CH2:4][CH2:3][CH:2]=1, predict the reaction product. (7) Given the reactants [NH2:1][C:2]1[CH:6]=[CH:5][S:4][C:3]=1C(OC)=O.[OH-].[Na+].[C:13]([OH:18])(=[O:17])[C:14]([OH:16])=[O:15], predict the reaction product. The product is: [C:13]([OH:18])(=[O:17])[C:14]([OH:16])=[O:15].[NH2:1][C:2]1[CH:6]=[CH:5][S:4][CH:3]=1.